From a dataset of Forward reaction prediction with 1.9M reactions from USPTO patents (1976-2016). Predict the product of the given reaction. Given the reactants Cl.C(OC([N:9]1[CH2:16][CH:15]2[O:17][CH:11]([CH2:12][N:13]([CH2:18][CH2:19][N:20]([CH2:25][CH2:26][O:27][C:28]3[CH:33]=[CH:32][C:31]([C:34]#[N:35])=[CH:30][CH:29]=3)[S:21]([CH3:24])(=[O:23])=[O:22])[CH2:14]2)[CH2:10]1)=O)(C)(C)C, predict the reaction product. The product is: [C:34]([C:31]1[CH:30]=[CH:29][C:28]([O:27][CH2:26][CH2:25][N:20]([CH2:19][CH2:18][N:13]2[CH2:14][CH:15]3[O:17][CH:11]([CH2:10][NH:9][CH2:16]3)[CH2:12]2)[S:21]([CH3:24])(=[O:23])=[O:22])=[CH:33][CH:32]=1)#[N:35].